From a dataset of Reaction yield outcomes from USPTO patents with 853,638 reactions. Predict the reaction yield, written as a fraction of the theoretical maximum amount of product (1.0 means a 100% yield; for example, 0.34 means a 34% yield). (1) The reactants are [CH2:1]([O:3][C:4]([O:6][C:7]1[CH:8]=[C:9]([CH2:19][C@H:20]([NH:36]C(OC(C)(C)C)=O)[C:21]([O:23][C@H:24]([CH3:35])[CH2:25][O:26][C:27]([C:29]2[CH:34]=[CH:33][CH:32]=[CH:31][CH:30]=2)=[O:28])=[O:22])[CH:10]=[CH:11][C:12]=1[O:13][C:14]([O:16][CH2:17][CH3:18])=[O:15])=[O:5])[CH3:2].[ClH:44]. The catalyst is O1CCOCC1. The product is [ClH:44].[NH2:36][C@@H:20]([CH2:19][C:9]1[CH:10]=[CH:11][C:12]([O:13][C:14]([O:16][CH2:17][CH3:18])=[O:15])=[C:7]([O:6][C:4]([O:3][CH2:1][CH3:2])=[O:5])[CH:8]=1)[C:21]([O:23][C@H:24]([CH3:35])[CH2:25][O:26][C:27]([C:29]1[CH:34]=[CH:33][CH:32]=[CH:31][CH:30]=1)=[O:28])=[O:22]. The yield is 1.00. (2) The reactants are [CH3:1][C:2]1[CH:7]=[CH:6][C:5]([OH:8])=[CH:4][C:3]=1[N+:9]([O-:11])=[O:10].[CH2:12](I)[CH3:13]. No catalyst specified. The product is [CH2:12]([O:8][C:5]1[CH:6]=[CH:7][C:2]([CH3:1])=[C:3]([N+:9]([O-:11])=[O:10])[CH:4]=1)[CH3:13]. The yield is 0.970. (3) The reactants are [Cl:1][C:2]1[CH:7]=[CH:6][C:5]([CH2:8][C:9]([NH:11][C:12]2[CH:13]=[N:14][CH:15]=[C:16]([C:18]([C:20]3[C:28]4[CH:27]=[N:26][CH:25]=[N:24][C:23]=4[NH:22][CH:21]=3)=[O:19])[CH:17]=2)=[O:10])=[CH:4][CH:3]=1.C([O-])([O-])=O.[Cs+].[Cs+].Br[CH2:36][C:37]([O:39][CH3:40])=[O:38]. The product is [Cl:1][C:2]1[CH:7]=[CH:6][C:5]([CH2:8][C:9]([NH:11][C:12]2[CH:17]=[C:16]([C:18]([C:20]3[C:28]4[CH:27]=[N:26][CH:25]=[N:24][C:23]=4[N:22]([CH2:36][C:37]([O:39][CH3:40])=[O:38])[CH:21]=3)=[O:19])[CH:15]=[N:14][CH:13]=2)=[O:10])=[CH:4][CH:3]=1. The yield is 0.700. The catalyst is CN(C=O)C.